From a dataset of Reaction yield outcomes from USPTO patents with 853,638 reactions. Predict the reaction yield, written as a fraction of the theoretical maximum amount of product (1.0 means a 100% yield; for example, 0.34 means a 34% yield). (1) The product is [CH2:1]([CH:8]1[C:16]2[C:11](=[CH:12][CH:13]=[C:14]([O:17][CH2:20][CH2:21][NH:22][C:23](=[O:29])[O:24][C:25]([CH3:28])([CH3:27])[CH3:26])[CH:15]=2)[C:10](=[O:18])[NH:9]1)[C:2]1[CH:3]=[CH:4][CH:5]=[CH:6][CH:7]=1. The reactants are [CH2:1]([CH:8]1[C:16]2[C:11](=[CH:12][CH:13]=[C:14]([OH:17])[CH:15]=2)[C:10](=[O:18])[NH:9]1)[C:2]1[CH:7]=[CH:6][CH:5]=[CH:4][CH:3]=1.Br[CH2:20][CH2:21][NH:22][C:23](=[O:29])[O:24][C:25]([CH3:28])([CH3:27])[CH3:26]. The catalyst is C(#N)C. The yield is 0.740. (2) The reactants are [Si:1]([O:8][CH:9]1[C:13]2=[CH:14][C:15]3[CH:16]=[C:17]([C:21](=[N:25]C(C)(C)C)[CH2:22][CH2:23][CH3:24])[CH:18]=[CH:19][C:20]=3[N:12]2[CH2:11][CH2:10]1)([C:4]([CH3:7])([CH3:6])[CH3:5])([CH3:3])[CH3:2].[CH:30]([C:39](OC)=[O:40])([C:35](OC)=[O:36])[C:31]([O:33][CH3:34])=[O:32]. The catalyst is O(C1C=CC=CC=1)C1C=CC=CC=1. The product is [Si:1]([O:8][CH:9]1[C:13]2=[CH:14][C:15]3[CH:16]=[C:17]([C:21]4[NH:25][C:35](=[O:36])[C:30]([C:31]([O:33][CH3:34])=[O:32])=[C:39]([OH:40])[C:22]=4[CH2:23][CH3:24])[CH:18]=[CH:19][C:20]=3[N:12]2[CH2:11][CH2:10]1)([C:4]([CH3:5])([CH3:7])[CH3:6])([CH3:2])[CH3:3]. The yield is 0.300.